Dataset: Forward reaction prediction with 1.9M reactions from USPTO patents (1976-2016). Task: Predict the product of the given reaction. Given the reactants [Cl:1][C:2]1[CH:7]=[C:6]([CH2:8][NH:9][C:10]([NH2:26])=[N:11][C:12](=[O:25])[CH2:13][C:14]2[C:22]3[C:17](=[CH:18][CH:19]=[C:20](OC)[CH:21]=3)[NH:16][CH:15]=2)[CH:5]=[C:4]([Cl:27])[C:3]=1[NH:28][C:29](=[O:31])[CH3:30].[CH2:32]([O:39]C1C=C2C(C(CC(O)=O)=CN2)=CC=1)[C:33]1[CH:38]=[CH:37][CH:36]=[CH:35][CH:34]=1.COC1C=C2C(=CC=1)NC=C2CC(N(C(SC)=N)C(=O)OC(C)(C)C)=O.C(NC1C(Cl)=CC(CN)=CC=1Cl)(=O)C, predict the reaction product. The product is: [CH2:32]([O:39][C:19]1[CH:18]=[C:17]2[C:22]([C:14]([CH2:13][C:12]([N:11]=[C:10]([NH2:26])[NH:9][CH2:8][C:6]3[CH:7]=[C:2]([Cl:1])[C:3]([NH:28][C:29](=[O:31])[CH3:30])=[C:4]([Cl:27])[CH:5]=3)=[O:25])=[CH:15][NH:16]2)=[CH:21][CH:20]=1)[C:33]1[CH:38]=[CH:37][CH:36]=[CH:35][CH:34]=1.